This data is from NCI-60 drug combinations with 297,098 pairs across 59 cell lines. The task is: Regression. Given two drug SMILES strings and cell line genomic features, predict the synergy score measuring deviation from expected non-interaction effect. (1) Synergy scores: CSS=-6.34, Synergy_ZIP=4.44, Synergy_Bliss=5.08, Synergy_Loewe=-6.83, Synergy_HSA=-3.68. Drug 1: C1CCN(CC1)CCOC2=CC=C(C=C2)C(=O)C3=C(SC4=C3C=CC(=C4)O)C5=CC=C(C=C5)O. Drug 2: C1=NC(=NC(=O)N1C2C(C(C(O2)CO)O)O)N. Cell line: SK-MEL-5. (2) Drug 1: C1C(C(OC1N2C=C(C(=O)NC2=O)F)CO)O. Drug 2: C1CNP(=O)(OC1)N(CCCl)CCCl. Cell line: HS 578T. Synergy scores: CSS=52.8, Synergy_ZIP=1.09, Synergy_Bliss=-0.539, Synergy_Loewe=-68.3, Synergy_HSA=0.512.